The task is: Predict the product of the given reaction.. This data is from Forward reaction prediction with 1.9M reactions from USPTO patents (1976-2016). (1) Given the reactants [NH2:1][CH2:2][C@H:3]1[N:8]([C:9]([C:11]2[N:12]=[C:13]([CH3:23])[S:14][C:15]=2[C:16]2[CH:17]=[C:18]([CH3:22])[CH:19]=[CH:20][CH:21]=2)=[O:10])[CH2:7][C@H:6]2[C@@H:4]1[CH2:5]2.[CH3:24][O:25][C:26]1[CH:34]=[CH:33][C:29]([C:30](O)=[O:31])=[C:28]([CH3:35])[CH:27]=1, predict the reaction product. The product is: [CH3:24][O:25][C:26]1[CH:34]=[CH:33][C:29]([C:30]([NH:1][CH2:2][C@H:3]2[N:8]([C:9]([C:11]3[N:12]=[C:13]([CH3:23])[S:14][C:15]=3[C:16]3[CH:17]=[C:18]([CH3:22])[CH:19]=[CH:20][CH:21]=3)=[O:10])[CH2:7][C@H:6]3[C@@H:4]2[CH2:5]3)=[O:31])=[C:28]([CH3:35])[CH:27]=1. (2) Given the reactants [F:1][C:2]1[C:3]([C:21]2[CH:22]=[N:23][N:24]([CH3:26])[CH:25]=2)=[N:4][C:5]([NH:11][CH2:12][CH2:13][C:14]2[CH:19]=[CH:18][CH:17]=[C:16]([F:20])[CH:15]=2)=[C:6]([CH:10]=1)[C:7](O)=[O:8].CN(C(ON1N=NC2C=CC=CC1=2)=[N+](C)C)C.F[P-](F)(F)(F)(F)F.C1C=CC2N(O)N=NC=2C=1.[NH2:61][CH2:62][C@H:63]1[CH2:66][CH2:65][N:64]1[C:67]([O:69][C:70]([CH3:73])([CH3:72])[CH3:71])=[O:68].CCN(C(C)C)C(C)C, predict the reaction product. The product is: [F:1][C:2]1[C:3]([C:21]2[CH:22]=[N:23][N:24]([CH3:26])[CH:25]=2)=[N:4][C:5]([NH:11][CH2:12][CH2:13][C:14]2[CH:19]=[CH:18][CH:17]=[C:16]([F:20])[CH:15]=2)=[C:6]([CH:10]=1)[C:7]([NH:61][CH2:62][C@H:63]1[CH2:66][CH2:65][N:64]1[C:67]([O:69][C:70]([CH3:73])([CH3:72])[CH3:71])=[O:68])=[O:8]. (3) Given the reactants C[O:2][C:3](=[O:29])[CH:4]([NH:11][S:12]([C:15]1[CH:20]=[CH:19][C:18]([C:21]2[CH:26]=[CH:25][C:24]([O:27][CH3:28])=[CH:23][CH:22]=2)=[CH:17][CH:16]=1)(=[O:14])=[O:13])[CH:5]1[CH2:10][CH2:9][S:8][CH2:7][CH2:6]1.COC(=O)C(N)C1CCSCC1.C(N(CC)CC)C.COC1C=C(S(Cl)(=O)=O)C(C2C=CC=CC=2)=CC=1, predict the reaction product. The product is: [CH3:28][O:27][C:24]1[CH:23]=[CH:22][C:21]([C:18]2[CH:17]=[CH:16][C:15]([S:12]([NH:11][CH:4]([CH:5]3[CH2:6][CH2:7][S:8][CH2:9][CH2:10]3)[C:3]([OH:29])=[O:2])(=[O:14])=[O:13])=[CH:20][CH:19]=2)=[CH:26][CH:25]=1. (4) Given the reactants Br[C:2]1[CH:3]=[CH:4][C:5]([N:19]([CH2:26][C:27]2[CH:32]=[CH:31][CH:30]=[C:29]([Cl:33])[CH:28]=2)[CH2:20][CH2:21][C:22]([F:25])([F:24])[F:23])=[C:6]([NH:8][C:9]([NH:11][C:12]2[CH:17]=[CH:16][C:15]([CH3:18])=[CH:14][CH:13]=2)=[O:10])[CH:7]=1.[NH:34]1[C:38]([C:39]2[CH:44]=[CH:43][CH:42]=[CH:41][C:40]=2B(O)O)=[N:37][N:36]=[N:35]1.C(N(CCC(F)(F)F)C1C=CC(Br)=CC=1NC(NC1C=CC(C)=CC=1)=O)C1C=CC=CC=1, predict the reaction product. The product is: [Cl:33][C:29]1[CH:28]=[C:27]([CH:32]=[CH:31][CH:30]=1)[CH2:26][N:19]([CH2:20][CH2:21][C:22]([F:25])([F:24])[F:23])[C:5]1[CH:4]=[CH:3][C:2]([C:40]2[CH:41]=[CH:42][CH:43]=[CH:44][C:39]=2[C:38]2[NH:37][N:36]=[N:35][N:34]=2)=[CH:7][C:6]=1[NH:8][C:9]([NH:11][C:12]1[CH:17]=[CH:16][C:15]([CH3:18])=[CH:14][CH:13]=1)=[O:10]. (5) Given the reactants [CH2:1]([NH:8][CH:9]([CH3:41])[CH2:10][C:11]1[C:16]2[C:17](I)=[N:18][N:19](C(C3C=CC=CC=3)(C3C=CC=CC=3)C3C=CC=CC=3)[C:15]=2[CH:14]=[C:13]([Cl:40])[N:12]=1)[C:2]1[CH:7]=[CH:6][CH:5]=[CH:4][CH:3]=1.C[C:43]([O-:46])(C)C.[Na+].C1COCC1, predict the reaction product. The product is: [Cl:40][C:13]1[CH:14]=[C:15]2[NH:19][N:18]=[C:17]3[C:16]2=[C:11]([CH2:10][CH:9]([CH3:41])[N:8]3[CH2:1][C:2]2[CH:7]=[CH:6][C:5]([O:46][CH3:43])=[CH:4][CH:3]=2)[N:12]=1. (6) Given the reactants [Cl:1][C:2]1[CH:3]=[C:4]([C@H:9]2[C:18]3[C:13](=[CH:14][CH:15]=[CH:16][CH:17]=3)[C:12](=O)[C:11](=[CH:20]N(C)C)[CH2:10]2)[CH:5]=[CH:6][C:7]=1[Cl:8].Cl.[NH:25]([C@@H:29]1[CH2:34][CH2:33][CH2:32][N:31]([C:35]([O:37][C:38]([CH3:41])([CH3:40])[CH3:39])=[O:36])[CH2:30]1)[C:26]([NH2:28])=[NH:27], predict the reaction product. The product is: [Cl:1][C:2]1[CH:3]=[C:4]([C@H:9]2[C:18]3[CH:17]=[CH:16][CH:15]=[CH:14][C:13]=3[C:12]3[N:27]=[C:26]([NH:25][C@@H:29]4[CH2:34][CH2:33][CH2:32][N:31]([C:35]([O:37][C:38]([CH3:41])([CH3:40])[CH3:39])=[O:36])[CH2:30]4)[N:28]=[CH:20][C:11]=3[CH2:10]2)[CH:5]=[CH:6][C:7]=1[Cl:8]. (7) Given the reactants [CH3:1][O:2][C:3]1[N:8]=[CH:7][C:6]([C:9]2[CH:15]=[CH:14][C:13]([N:16]3[CH2:21][CH2:20][O:19][CH2:18][CH2:17]3)=[CH:12][C:10]=2[NH2:11])=[CH:5][CH:4]=1.Cl[C:23]1[C:32]2[C:27](=[CH:28][C:29]([F:34])=[CH:30][C:31]=2[F:33])[N:26]=[C:25]([C:35]2[CH:40]=[CH:39][CH:38]=[CH:37][N:36]=2)[C:24]=1[CH3:41].C1(P(C2CCCCC2)C2(C(C)C)CC(C(C)C)=CC(C(C)C)=C2C2C=CC=CC=2)CCCCC1.CC(C1C=C(C(C)C)C(C2C=CC=CC=2P(C2CCCCC2)C2CCCCC2)=C(C(C)C)C=1)C.CC(C)([O-])C.[Na+], predict the reaction product. The product is: [F:33][C:31]1[CH:30]=[C:29]([F:34])[CH:28]=[C:27]2[C:32]=1[C:23]([NH:11][C:10]1[CH:12]=[C:13]([N:16]3[CH2:21][CH2:20][O:19][CH2:18][CH2:17]3)[CH:14]=[CH:15][C:9]=1[C:6]1[CH:7]=[N:8][C:3]([O:2][CH3:1])=[CH:4][CH:5]=1)=[C:24]([CH3:41])[C:25]([C:35]1[CH:40]=[CH:39][CH:38]=[CH:37][N:36]=1)=[N:26]2. (8) Given the reactants [CH2:1]([S:8][C:9]1[CH:17]=[CH:16][CH:15]=[CH:14][C:10]=1[C:11]([OH:13])=O)[C:2]1[CH:7]=[CH:6][CH:5]=[CH:4][CH:3]=1.[CH3:18][O:19][C:20]1[CH:26]=[CH:25][C:23]([NH2:24])=[CH:22][CH:21]=1.C1C2C(=CC=CC=2)C=CC=1C(O)=O.IC1C=CC(N)=CC=1, predict the reaction product. The product is: [CH2:1]([S:8][C:9]1[CH:17]=[CH:16][CH:15]=[CH:14][C:10]=1[C:11]([NH:24][C:23]1[CH:25]=[CH:26][C:20]([O:19][CH3:18])=[CH:21][CH:22]=1)=[O:13])[C:2]1[CH:3]=[CH:4][CH:5]=[CH:6][CH:7]=1. (9) The product is: [F:14][C:15]1[CH:16]=[C:17]([CH:23]2[N:28]([C:2]([O:4][C:5]3[CH:10]=[CH:9][C:8]([N+:11]([O-:13])=[O:12])=[CH:7][CH:6]=3)=[O:3])[C:27]([O:29][CH3:30])=[N:26][C:25]([CH3:31])=[C:24]2[C:32](=[O:34])[CH3:33])[CH:18]=[C:19]([F:22])[C:20]=1[F:21]. Given the reactants Cl[C:2]([O:4][C:5]1[CH:10]=[CH:9][C:8]([N+:11]([O-:13])=[O:12])=[CH:7][CH:6]=1)=[O:3].[F:14][C:15]1[CH:16]=[C:17]([CH:23]2[NH:28][C:27]([O:29][CH3:30])=[N:26][C:25]([CH3:31])=[C:24]2[C:32](=[O:34])[CH3:33])[CH:18]=[C:19]([F:22])[C:20]=1[F:21].N1C=CC=CC=1, predict the reaction product. (10) Given the reactants C(OC(=O)[NH:7][CH2:8][CH2:9][C:10]1[CH:15]=[CH:14][C:13]([O:16][C:17](=[O:26])[N:18]([CH3:25])[C:19]2[CH:24]=[CH:23][CH:22]=[CH:21][CH:20]=2)=[CH:12][CH:11]=1)(C)(C)C.[C:28]([OH:34])([C:30]([F:33])([F:32])[F:31])=[O:29], predict the reaction product. The product is: [NH2:7][CH2:8][CH2:9][C:10]1[CH:11]=[CH:12][C:13]([O:16][C:17](=[O:26])[N:18]([CH3:25])[C:19]2[CH:20]=[CH:21][CH:22]=[CH:23][CH:24]=2)=[CH:14][CH:15]=1.[C:28]([OH:34])([C:30]([F:33])([F:32])[F:31])=[O:29].